Dataset: Reaction yield outcomes from USPTO patents with 853,638 reactions. Task: Predict the reaction yield, written as a fraction of the theoretical maximum amount of product (1.0 means a 100% yield; for example, 0.34 means a 34% yield). (1) The reactants are [CH3:1][O:2][C:3]1[CH:8]=[CH:7][C:6]([C:9]2[C:18](=[O:19])[C:17]3[C:12](=[C:13]([O:23][CH2:24][CH2:25][CH3:26])[CH:14]=[C:15]4[CH2:22][CH2:21][CH2:20][C:16]4=3)[NH:11][CH:10]=2)=[CH:5][CH:4]=1.[I-].[Na+].[H-].[Na+].[P:31]([O:43][CH2:44]Cl)([O:38][C:39]([CH3:42])([CH3:41])[CH3:40])([O:33][C:34]([CH3:37])([CH3:36])[CH3:35])=[O:32]. The catalyst is CN(C=O)C. The product is [P:31]([O:43][CH2:44][N:11]1[CH:10]=[C:9]([C:6]2[CH:5]=[CH:4][C:3]([O:2][CH3:1])=[CH:8][CH:7]=2)[C:18](=[O:19])[C:17]2[C:12]1=[C:13]([O:23][CH2:24][CH2:25][CH3:26])[CH:14]=[C:15]1[CH2:22][CH2:21][CH2:20][C:16]1=2)([O:33][C:34]([CH3:37])([CH3:36])[CH3:35])([O:38][C:39]([CH3:40])([CH3:41])[CH3:42])=[O:32]. The yield is 0.400. (2) The reactants are [ClH:1].[Cl-:2].[NH2:3][C:4]([CH3:13])([CH3:12])[CH2:5][CH2:6][CH2:7][P+:8]([CH3:11])([CH3:10])[CH3:9].C(O[Cl:19])(C)(C)C. The catalyst is CO.O. The product is [Cl-:19].[Cl:1][N:3]([Cl:2])[C:4]([CH3:13])([CH3:12])[CH2:5][CH2:6][CH2:7][P+:8]([CH3:9])([CH3:11])[CH3:10]. The yield is 0.826. (3) The reactants are [Br:1][C:2]1[N:3]=[C:4]([C:9]#[C:10][C:11]2[C:19]3[C:14](=[CH:15][CH:16]=[C:17]([O:20][CH3:21])[CH:18]=3)[N:13]([CH3:22])[CH:12]=2)[C:5]([NH2:8])=[N:6][CH:7]=1.C([Si](C)(C)C)#C.BrC1C(N)=NC=C(Br)N=1.IC1C2C(=CC=C(OC)C=2)N(C)C=1.CC([O-])(C)C.[K+]. The catalyst is O.CN1C(=O)CCC1. The product is [Br:1][C:2]1[N:3]=[C:4]2[CH:9]=[C:10]([C:11]3[C:19]4[C:14](=[CH:15][CH:16]=[C:17]([O:20][CH3:21])[CH:18]=4)[N:13]([CH3:22])[CH:12]=3)[NH:8][C:5]2=[N:6][CH:7]=1. The yield is 0.600. (4) The reactants are [N+:1]([C:4]1[CH:5]=[N:6][CH:7]=[CH:8][C:9]=1[C:10]1[CH2:15][CH2:14][CH2:13][C:12](=[O:16])[CH:11]=1)([O-:3])=[O:2].[BH4-].[Na+]. The catalyst is CCO. The product is [N+:1]([C:4]1[CH:5]=[N:6][CH:7]=[CH:8][C:9]=1[C:10]1[CH2:15][CH2:14][CH2:13][CH:12]([OH:16])[CH:11]=1)([O-:3])=[O:2]. The yield is 0.990. (5) The reactants are [ClH:1].C([N:9]1[CH2:22][C:21]2[CH:20]=[CH:19][CH:18]=[CH:17][C:16]=2[C@@H:15]2[C@@H:10]1[CH2:11][CH2:12][C:13]1[CH:26]=[C:25]([O:27][CH3:28])[C:24]([O:29][CH3:30])=[CH:23][C:14]=12)C1C=CC=CC=1. The catalyst is C(O)C.[Pd]. The product is [ClH:1].[CH3:28][O:27][C:25]1[C:24]([O:29][CH3:30])=[CH:23][C:14]2[C@H:15]3[C@H:10]([CH2:11][CH2:12][C:13]=2[CH:26]=1)[NH:9][CH2:22][C:21]1[CH:20]=[CH:19][CH:18]=[CH:17][C:16]3=1. The yield is 0.750. (6) The reactants are [NH2:1][CH2:2][C@@H:3]([OH:20])[C@@H:4]([NH:12][C:13](=[O:19])[O:14][C:15]([CH3:18])([CH3:17])[CH3:16])[CH2:5][C:6]1[CH:11]=[CH:10][CH:9]=[CH:8][CH:7]=1.[F:21][C:22]([C:25]1[CH:26]=[N:27][CH:28]=[C:29]([CH:32]=1)[CH:30]=O)([CH3:24])[CH3:23].[BH-](OC(C)=O)(OC(C)=O)OC(C)=O.[Na+]. The catalyst is C1COCC1.C(O)(=O)C.CCOC(C)=O. The product is [F:21][C:22]([C:25]1[CH:32]=[C:29]([CH2:30][NH:1][CH2:2][C@@H:3]([OH:20])[C@@H:4]([NH:12][C:13](=[O:19])[O:14][C:15]([CH3:17])([CH3:16])[CH3:18])[CH2:5][C:6]2[CH:11]=[CH:10][CH:9]=[CH:8][CH:7]=2)[CH:28]=[N:27][CH:26]=1)([CH3:24])[CH3:23]. The yield is 0.700. (7) The reactants are [C:1]1([C:7]2C=C[N:10]=[CH:9][C:8]=2[C:13]2[CH:14]=[N:15][N:16]3[C:21]([N:22]([CH2:31][O:32][CH2:33][CH2:34][Si:35]([CH3:38])([CH3:37])[CH3:36])[CH2:23][O:24][CH2:25][CH2:26][Si:27]([CH3:30])([CH3:29])[CH3:28])=[CH:20][C:19]([CH:39]4[CH2:44][CH2:43][S:42](=[O:46])(=[O:45])[CH2:41][CH2:40]4)=[N:18][C:17]=23)[CH:6]=[CH:5][CH:4]=[CH:3][CH:2]=1.C1C(=O)N(Br)C(=O)C1. The catalyst is C(#N)C. The product is [N:10]1[C:2]2[C:1](=[CH:6][CH:5]=[CH:4][CH:3]=2)[CH:7]=[C:8]([C:13]2[CH:14]=[N:15][N:16]3[C:21]([N:22]([CH2:23][O:24][CH2:25][CH2:26][Si:27]([CH3:29])([CH3:30])[CH3:28])[CH2:31][O:32][CH2:33][CH2:34][Si:35]([CH3:36])([CH3:37])[CH3:38])=[CH:20][C:19]([CH:39]4[CH2:40][CH2:41][S:42](=[O:46])(=[O:45])[CH2:43][CH2:44]4)=[N:18][C:17]=23)[CH:9]=1. The yield is 0.990.